From a dataset of Forward reaction prediction with 1.9M reactions from USPTO patents (1976-2016). Predict the product of the given reaction. (1) Given the reactants [F:1][C:2]1[CH:31]=[CH:30][C:5]([CH2:6][N:7]2[C:15]3[C:10](=[CH:11][C:12]([S:16]([CH3:19])(=[O:18])=[O:17])=[CH:13][CH:14]=3)[CH:9]=[C:8]2[C:20]2[CH:25]=[CH:24][C:23]([C:26]([O:28]C)=[O:27])=[CH:22][N:21]=2)=[CH:4][CH:3]=1.[OH-].[K+].CO.Cl, predict the reaction product. The product is: [F:1][C:2]1[CH:3]=[CH:4][C:5]([CH2:6][N:7]2[C:15]3[C:10](=[CH:11][C:12]([S:16]([CH3:19])(=[O:17])=[O:18])=[CH:13][CH:14]=3)[CH:9]=[C:8]2[C:20]2[CH:25]=[CH:24][C:23]([C:26]([OH:28])=[O:27])=[CH:22][N:21]=2)=[CH:30][CH:31]=1. (2) Given the reactants [Br:1][C:2]1[C:10]2[C:5](=[CH:6][N:7]=[CH:8][CH:9]=2)[NH:4][CH:3]=1.[O:11](C(OC(C)(C)C)=O)[C:12]([O:14][C:15]([CH3:18])([CH3:17])[CH3:16])=O, predict the reaction product. The product is: [C:15]([O:14][C:12]([N:4]1[C:5]2=[CH:6][N:7]=[CH:8][CH:9]=[C:10]2[C:2]([Br:1])=[CH:3]1)=[O:11])([CH3:18])([CH3:17])[CH3:16].